Dataset: Forward reaction prediction with 1.9M reactions from USPTO patents (1976-2016). Task: Predict the product of the given reaction. (1) Given the reactants [N:1]12[CH2:8][CH2:7][CH:4]([CH2:5][CH2:6]1)[C@@H:3]([O:9][C:10]([C:12]1([C:19]3[CH:24]=[CH:23][CH:22]=[CH:21][CH:20]=3)[CH2:18][CH2:17][CH2:16][CH2:15][CH2:14][CH2:13]1)=[O:11])[CH2:2]2.[Cl:25][CH2:26][C:27]([NH:29][C:30]1[CH:35]=[CH:34][N:33]=[CH:32][N:31]=1)=[O:28], predict the reaction product. The product is: [Cl-:25].[C:19]1([C:12]2([C:10]([O:9][C@@H:3]3[CH:4]4[CH2:7][CH2:8][N+:1]([CH2:26][C:27](=[O:28])[NH:29][C:30]5[CH:35]=[CH:34][N:33]=[CH:32][N:31]=5)([CH2:6][CH2:5]4)[CH2:2]3)=[O:11])[CH2:18][CH2:17][CH2:16][CH2:15][CH2:14][CH2:13]2)[CH:20]=[CH:21][CH:22]=[CH:23][CH:24]=1. (2) Given the reactants N([O-])=O.[Na+].[Cl:5][C:6]1[CH:7]=[C:8]([CH:10]=[CH:11][CH:12]=1)[NH2:9].C([O-])(=O)C.[Na+].[CH2:18]([CH:20]([C:26]([CH3:28])=O)[C:21]([O:23][CH2:24][CH3:25])=[O:22])[CH3:19].[OH-].[K+], predict the reaction product. The product is: [Cl:5][C:6]1[CH:7]=[C:8]2[C:10]([C:18]([CH3:20])=[CH:19][NH:9]2)=[CH:11][CH:12]=1.[CH2:24]([O:23][C:21]([C:20]1[NH:9][C:8]2[C:28]([CH:26]=1)=[CH:11][CH:12]=[CH:6][CH:7]=2)=[O:22])[CH3:25].